From a dataset of Peptide-MHC class II binding affinity with 134,281 pairs from IEDB. Regression. Given a peptide amino acid sequence and an MHC pseudo amino acid sequence, predict their binding affinity value. This is MHC class II binding data. (1) The peptide sequence is CTDKMFFVKNPTDTG. The MHC is DRB1_0301 with pseudo-sequence DRB1_0301. The binding affinity (normalized) is 0.342. (2) The peptide sequence is FLEAPQDICPLGLLL. The MHC is DRB1_0101 with pseudo-sequence DRB1_0101. The binding affinity (normalized) is 0.638. (3) The binding affinity (normalized) is 0.774. The peptide sequence is YRKFLANVSTVLTGK. The MHC is DRB1_0701 with pseudo-sequence DRB1_0701. (4) The peptide sequence is TINEMMDTDIFSPENKAF. The MHC is DRB1_0101 with pseudo-sequence DRB1_0101. The binding affinity (normalized) is 0. (5) The binding affinity (normalized) is 0.00811. The MHC is DRB1_0301 with pseudo-sequence DRB1_0301. The peptide sequence is LKDEAYFAANAAAQA.